This data is from NCI-60 drug combinations with 297,098 pairs across 59 cell lines. The task is: Regression. Given two drug SMILES strings and cell line genomic features, predict the synergy score measuring deviation from expected non-interaction effect. (1) Drug 1: C1C(C(OC1N2C=C(C(=O)NC2=O)F)CO)O. Drug 2: CC1CCC2CC(C(=CC=CC=CC(CC(C(=O)C(C(C(=CC(C(=O)CC(OC(=O)C3CCCCN3C(=O)C(=O)C1(O2)O)C(C)CC4CCC(C(C4)OC)OCCO)C)C)O)OC)C)C)C)OC. Cell line: T-47D. Synergy scores: CSS=10.1, Synergy_ZIP=-5.55, Synergy_Bliss=-5.92, Synergy_Loewe=-9.19, Synergy_HSA=-6.18. (2) Drug 1: C1=NC2=C(N=C(N=C2N1C3C(C(C(O3)CO)O)O)F)N. Drug 2: C1CC(=O)NC(=O)C1N2C(=O)C3=CC=CC=C3C2=O. Cell line: HCC-2998. Synergy scores: CSS=19.7, Synergy_ZIP=3.44, Synergy_Bliss=4.52, Synergy_Loewe=-28.5, Synergy_HSA=1.26. (3) Drug 1: C1CC(=O)NC(=O)C1N2CC3=C(C2=O)C=CC=C3N. Drug 2: CC1C(C(CC(O1)OC2CC(CC3=C2C(=C4C(=C3O)C(=O)C5=C(C4=O)C(=CC=C5)OC)O)(C(=O)CO)O)N)O.Cl. Cell line: SK-OV-3. Synergy scores: CSS=26.1, Synergy_ZIP=-0.163, Synergy_Bliss=-0.721, Synergy_Loewe=-12.2, Synergy_HSA=-0.113.